Dataset: Full USPTO retrosynthesis dataset with 1.9M reactions from patents (1976-2016). Task: Predict the reactants needed to synthesize the given product. Given the product [C:24]([N:21]1[CH2:20][CH2:19][C:18]2([CH2:9][C:8](=[O:10])[C:7]3[C:2](=[CH:3][C:4]([O:15][CH3:16])=[C:5]([O:13][CH3:14])[C:6]=3[O:11][CH3:12])[O:1]2)[CH2:23][CH2:22]1)([O:26][C:27]([CH3:30])([CH3:29])[CH3:28])=[O:25], predict the reactants needed to synthesize it. The reactants are: [OH:1][C:2]1[C:7]([C:8](=[O:10])[CH3:9])=[C:6]([O:11][CH3:12])[C:5]([O:13][CH3:14])=[C:4]([O:15][CH3:16])[CH:3]=1.O=[C:18]1[CH2:23][CH2:22][N:21]([C:24]([O:26][C:27]([CH3:30])([CH3:29])[CH3:28])=[O:25])[CH2:20][CH2:19]1.N1CCCC1.